This data is from Forward reaction prediction with 1.9M reactions from USPTO patents (1976-2016). The task is: Predict the product of the given reaction. (1) Given the reactants [C:1]([C:3]1([NH:9][C:10]([C@@H:12]([NH:22][C:23]([C:25]2[CH:30]=[CH:29][C:28]([C:31]3[CH:36]=[CH:35][CH:34]=[CH:33][C:32]=3[Cl:37])=[CH:27][CH:26]=2)=[O:24])[CH2:13][C@@H:14]([C:16]2[CH:21]=[CH:20][CH:19]=[CH:18][CH:17]=2)[CH3:15])=[O:11])[CH2:8][CH2:7]S[CH2:5][CH2:4]1)#[N:2].O[O:39][S:40]([O-:42])=O.[K+].O, predict the reaction product. The product is: [C:1]([C:3]1([NH:9][C:10]([C@@H:12]([NH:22][C:23]([C:25]2[CH:26]=[CH:27][C:28]([C:31]3[CH:36]=[CH:35][CH:34]=[CH:33][C:32]=3[Cl:37])=[CH:29][CH:30]=2)=[O:24])[CH2:13][C@@H:14]([C:16]2[CH:21]=[CH:20][CH:19]=[CH:18][CH:17]=2)[CH3:15])=[O:11])[CH2:4][CH2:5][S:40](=[O:42])(=[O:39])[CH2:7][CH2:8]1)#[N:2]. (2) Given the reactants [CH3:1][C:2]1[CH:10]=[CH:9][C:8]2[NH:7][C:6]3[CH2:11][CH2:12][N:13]([CH2:15][C:16]([F:19])([F:18])[F:17])[CH2:14][C:5]=3[C:4]=2[CH:3]=1.[H-].[Na+].CC1C=CC(S(O[CH2:33][CH2:34][C:35]2[CH:36]=[N:37][C:38]([CH3:41])=[CH:39][CH:40]=2)(=O)=O)=CC=1, predict the reaction product. The product is: [CH3:1][C:2]1[CH:10]=[CH:9][C:8]2[N:7]([CH2:33][CH2:34][C:35]3[CH:36]=[N:37][C:38]([CH3:41])=[CH:39][CH:40]=3)[C:6]3[CH2:11][CH2:12][N:13]([CH2:15][C:16]([F:17])([F:19])[F:18])[CH2:14][C:5]=3[C:4]=2[CH:3]=1. (3) Given the reactants [C:1](Cl)(=[O:3])[CH3:2].[CH:5]1([CH:10]=[CH:11][CH:12]([CH3:16])[CH2:13][CH2:14][OH:15])[CH2:9][CH2:8][CH2:7][CH2:6]1.N1C=CC=CC=1.Cl, predict the reaction product. The product is: [C:1]([O:15][CH2:14][CH2:13][CH:12]([CH3:16])[CH:11]=[CH:10][CH:5]1[CH2:9][CH2:8][CH2:7][CH2:6]1)(=[O:3])[CH3:2]. (4) Given the reactants [Cl:1][C:2]1[C:3]2[S:10][CH:9]=[CH:8][C:4]=2[N:5]=[CH:6][N:7]=1.[CH3:11][O:12][C:13]1[CH:18]=[CH:17][C:16]([NH2:19])=[CH:15][CH:14]=1, predict the reaction product. The product is: [ClH:1].[CH3:11][O:12][C:13]1[CH:18]=[CH:17][C:16]([NH:19][C:2]2[C:3]3[S:10][CH:9]=[CH:8][C:4]=3[N:5]=[CH:6][N:7]=2)=[CH:15][CH:14]=1. (5) Given the reactants [O:1]=[C:2]1[CH:7]([C:8]2[CH:13]=[CH:12][CH:11]=[CH:10][CH:9]=2)[CH2:6][CH2:5][CH2:4][N:3]1[CH2:14][C:15]([OH:17])=O.Cl.[F:19][C:20]1[CH:21]=[C:22]2[C:26](=[CH:27][CH:28]=1)[CH2:25][NH:24][CH2:23]2.C(N=C=NCCCN(C)C)C.Cl, predict the reaction product. The product is: [F:19][C:20]1[CH:21]=[C:22]2[C:26](=[CH:27][CH:28]=1)[CH2:25][N:24]([C:15](=[O:17])[CH2:14][N:3]1[CH2:4][CH2:5][CH2:6][C@@H:7]([C:8]3[CH:9]=[CH:10][CH:11]=[CH:12][CH:13]=3)[C:2]1=[O:1])[CH2:23]2. (6) Given the reactants Cl[C:2]1[N:7]=[C:6]([NH:8][CH:9]([CH3:11])[CH3:10])[N:5]=[C:4]([NH:12][CH2:13][C:14]#[CH:15])[N:3]=1.Cl.[CH3:17][O:18][NH:19][CH3:20].CON(C)C1N=C(NCCC)N=C(NCC#C)N=1, predict the reaction product. The product is: [CH:9]([NH:8][C:6]1[N:5]=[C:4]([NH:12][CH2:13][C:14]#[CH:15])[N:3]=[C:2]([N:19]([CH3:20])[O:18][CH3:17])[N:7]=1)([CH3:11])[CH3:10]. (7) Given the reactants [OH:1][B:2]1[C:6]2[CH:7]=[C:8]([NH:11][S:12]([C:15]3[CH:20]=[CH:19][C:18]([O:21]C)=[CH:17][C:16]=3[N+:23]([O-:25])=[O:24])(=[O:14])=[O:13])[CH:9]=[CH:10][C:5]=2[CH2:4][O:3]1.B(Br)(Br)Br.O, predict the reaction product. The product is: [OH:21][C:18]1[CH:19]=[CH:20][C:15]([S:12]([NH:11][C:8]2[CH:9]=[CH:10][C:5]3[CH2:4][O:3][B:2]([OH:1])[C:6]=3[CH:7]=2)(=[O:14])=[O:13])=[C:16]([N+:23]([O-:25])=[O:24])[CH:17]=1.